From a dataset of NCI-60 drug combinations with 297,098 pairs across 59 cell lines. Regression. Given two drug SMILES strings and cell line genomic features, predict the synergy score measuring deviation from expected non-interaction effect. Synergy scores: CSS=37.1, Synergy_ZIP=-13.7, Synergy_Bliss=-13.9, Synergy_Loewe=-24.6, Synergy_HSA=-9.90. Cell line: SK-MEL-5. Drug 1: C1=C(C(=O)NC(=O)N1)N(CCCl)CCCl. Drug 2: CC1=C(C(=O)C2=C(C1=O)N3CC4C(C3(C2COC(=O)N)OC)N4)N.